This data is from Reaction yield outcomes from USPTO patents with 853,638 reactions. The task is: Predict the reaction yield, written as a fraction of the theoretical maximum amount of product (1.0 means a 100% yield; for example, 0.34 means a 34% yield). (1) The reactants are [CH:1]([N:14]1[CH2:17][C:16]([CH2:19][CH3:20])([OH:18])[CH2:15]1)([C:8]1[CH:13]=[CH:12][CH:11]=[CH:10][CH:9]=1)[C:2]1[CH:7]=[CH:6][CH:5]=[CH:4][CH:3]=1.[CH3:21]I.[H-].[Na+]. The catalyst is CN(C=O)C. The product is [CH:1]([N:14]1[CH2:17][C:16]([CH2:19][CH3:20])([O:18][CH3:21])[CH2:15]1)([C:8]1[CH:13]=[CH:12][CH:11]=[CH:10][CH:9]=1)[C:2]1[CH:3]=[CH:4][CH:5]=[CH:6][CH:7]=1. The yield is 0.520. (2) The reactants are [Cl:1][S:2]([OH:5])(=O)=[O:3].S(Cl)(Cl)=O.[CH2:10]([O:13][C:14]1[CH:19]=[CH:18][CH:17]=[CH:16][C:15]=1[C:20](=[O:22])[CH3:21])[CH2:11][CH3:12]. No catalyst specified. The product is [C:20]([C:15]1[CH:16]=[C:17]([S:2]([Cl:1])(=[O:5])=[O:3])[CH:18]=[CH:19][C:14]=1[O:13][CH2:10][CH2:11][CH3:12])(=[O:22])[CH3:21]. The yield is 0.810. (3) The yield is 0.570. The catalyst is C(OCC)C. The product is [O:1]1[CH2:5][CH2:4][O:3][CH:2]1[C:6]1[O:10][C:9]([C:11]2[C:18]([O:19][CH2:20][O:21][CH3:22])=[CH:17][C:16]([O:23][CH2:24][O:25][CH3:26])=[CH:15][C:12]=2[CH:13]([C:27]2[CH:32]=[CH:31][CH:30]=[CH:29][CH:28]=2)[OH:14])=[CH:8][CH:7]=1. The reactants are [O:1]1[CH2:5][CH2:4][O:3][CH:2]1[C:6]1[O:10][C:9]([C:11]2[C:18]([O:19][CH2:20][O:21][CH3:22])=[CH:17][C:16]([O:23][CH2:24][O:25][CH3:26])=[CH:15][C:12]=2[CH:13]=[O:14])=[CH:8][CH:7]=1.[CH2:27]1[CH2:32][CH2:31][CH2:30][CH2:29][CH2:28]1.C(OCC)C.C1([Li])C=CC=CC=1.O.